This data is from Forward reaction prediction with 1.9M reactions from USPTO patents (1976-2016). The task is: Predict the product of the given reaction. Given the reactants S(Cl)(Cl)=O.[CH2:5]([C@H:8]1[CH2:13][CH2:12][C@H:11]([CH:14]([CH2:18][C:19]2[CH:24]=[C:23]([F:25])[C:22]([F:26])=[C:21]([F:27])[CH:20]=2)[C:15](O)=[O:16])[CH2:10][CH2:9]1)[CH2:6][CH3:7].[Cl-].[Al+3].[Cl-].[Cl-].Cl, predict the reaction product. The product is: [F:25][C:23]1[CH:24]=[C:19]2[C:20](=[C:21]([F:27])[C:22]=1[F:26])[C:15](=[O:16])[CH:14]([C@H:11]1[CH2:10][CH2:9][C@H:8]([CH2:5][CH2:6][CH3:7])[CH2:13][CH2:12]1)[CH2:18]2.